Dataset: Reaction yield outcomes from USPTO patents with 853,638 reactions. Task: Predict the reaction yield, written as a fraction of the theoretical maximum amount of product (1.0 means a 100% yield; for example, 0.34 means a 34% yield). (1) The reactants are C([O:3][C:4]([C:6]1([CH3:17])[CH2:11][NH:10][C:9]2[CH:12]=[C:13]([Cl:16])[CH:14]=[CH:15][C:8]=2[O:7]1)=[O:5])C.[Li+].[OH-]. The catalyst is C1COCC1.O. The product is [Cl:16][C:13]1[CH:14]=[CH:15][C:8]2[O:7][C:6]([CH3:17])([C:4]([OH:5])=[O:3])[CH2:11][NH:10][C:9]=2[CH:12]=1. The yield is 0.628. (2) The reactants are C(NC(C)C)(C)C.C([Li])CCC.[CH3:13][N:14]([CH3:17])[N:15]=O.[F:18][C:19]1[CH:26]=[CH:25][CH:24]=[CH:23][C:20]=1[C:21]#[N:22]. The catalyst is C1COCC1. The product is [F:18][C:19]1[CH:26]=[CH:25][CH:24]=[CH:23][C:20]=1[C:21]1[N:22]=[N:15][N:14]([CH3:17])[CH:13]=1. The yield is 0.441.